From a dataset of Full USPTO retrosynthesis dataset with 1.9M reactions from patents (1976-2016). Predict the reactants needed to synthesize the given product. Given the product [ClH:55].[NH2:8][C@H:9]([C@@H:41]([OH:54])[CH2:42][C@H:43]([C:47](=[O:53])[NH:48][CH2:49][CH2:50][CH2:51][CH3:52])[CH:44]([CH3:45])[CH3:46])[CH2:10][C@@H:11]([CH:38]([CH3:40])[CH3:39])[CH2:12][NH:13][C:14](=[O:37])[C:15]1[CH:20]=[CH:19][C:18]([O:21][CH2:22][C:23](=[O:29])[NH:24][CH2:25][CH2:26][CH2:27][CH3:28])=[CH:17][C:16]=1[O:30][CH2:31][CH2:32][CH2:33][CH2:34][O:35][CH3:36], predict the reactants needed to synthesize it. The reactants are: C(OC([NH:8][C@H:9]([C@@H:41]([OH:54])[CH2:42][C@H:43]([C:47](=[O:53])[NH:48][CH2:49][CH2:50][CH2:51][CH3:52])[CH:44]([CH3:46])[CH3:45])[CH2:10][C@@H:11]([CH:38]([CH3:40])[CH3:39])[CH2:12][NH:13][C:14](=[O:37])[C:15]1[CH:20]=[CH:19][C:18]([O:21][CH2:22][C:23](=[O:29])[NH:24][CH2:25][CH2:26][CH2:27][CH3:28])=[CH:17][C:16]=1[O:30][CH2:31][CH2:32][CH2:33][CH2:34][O:35][CH3:36])=O)(C)(C)C.[ClH:55].